From a dataset of Forward reaction prediction with 1.9M reactions from USPTO patents (1976-2016). Predict the product of the given reaction. (1) Given the reactants [CH3:1][O:2][C:3]1[CH:8]=[CH:7][C:6]([CH2:9][CH2:10][CH2:11][OH:12])=[CH:5][CH:4]=1.[Cr](Cl)([O-])(=O)=O.[NH+]1C=CC=CC=1.C(OCC)C, predict the reaction product. The product is: [CH3:1][O:2][C:3]1[CH:8]=[CH:7][C:6]([CH2:9][CH2:10][CH:11]=[O:12])=[CH:5][CH:4]=1. (2) Given the reactants [NH2:1][C:2]([C:10]1[CH:15]=[CH:14][CH:13]=[CH:12][CH:11]=1)([CH2:8][CH3:9])[C:3](OCC)=[O:4].[BH4-].[Na+], predict the reaction product. The product is: [NH2:1][C:2]([C:10]1[CH:15]=[CH:14][CH:13]=[CH:12][CH:11]=1)([CH2:8][CH3:9])[CH2:3][OH:4]. (3) Given the reactants [CH2:1]([N:4]([CH2:10][CH2:11][CH3:12])[CH2:5][CH2:6][CH2:7][CH:8]=O)[CH2:2][CH3:3].C[Si](C)(C)CCOCN1C=CN=C1C=O.[CH3:28][Si:29]([CH3:68])([CH3:67])[CH2:30][CH2:31][O:32][CH2:33][N:34]1[CH:38]=[CH:37][N:36]=[C:35]1[CH2:39][N:40]([CH2:53][C:54]1[N:55]([CH2:59][O:60][CH2:61][CH2:62][Si:63]([CH3:66])([CH3:65])[CH3:64])[CH:56]=[CH:57][N:58]=1)[C:41]([C:43]1[CH:44]=[C:45]2[C:50](=[CH:51][CH:52]=1)[CH2:49][NH:48][CH2:47][CH2:46]2)=[O:42], predict the reaction product. The product is: [CH2:1]([N:4]([CH2:10][CH2:11][CH3:12])[CH2:5][CH2:6][CH2:7][CH2:8][N:48]1[CH2:47][CH2:46][C:45]2[C:50](=[CH:51][CH:52]=[C:43]([C:41]([N:40]([CH2:53][C:54]3[N:55]([CH2:59][O:60][CH2:61][CH2:62][Si:63]([CH3:66])([CH3:65])[CH3:64])[CH:56]=[CH:57][N:58]=3)[CH2:39][C:35]3[N:34]([CH2:33][O:32][CH2:31][CH2:30][Si:29]([CH3:67])([CH3:68])[CH3:28])[CH:38]=[CH:37][N:36]=3)=[O:42])[CH:44]=2)[CH2:49]1)[CH2:2][CH3:3]. (4) Given the reactants [CH:1]12[CH2:10][CH:5]3[CH2:6][CH:7]([CH2:9][CH:3]([CH2:4]3)[CH:2]1[NH:11][C:12]([C:14]1[CH:15]=[N:16][N:17]([C:20]3[CH:25]=[CH:24][CH:23]=[CH:22][CH:21]=3)[C:18]=1Cl)=[O:13])[CH2:8]2.[CH3:26][NH:27][CH2:28][CH2:29][C:30]1[CH:35]=[CH:34][CH:33]=[CH:32][CH:31]=1, predict the reaction product. The product is: [CH:1]12[CH2:10][CH:5]3[CH2:6][CH:7]([CH2:9][CH:3]([CH2:4]3)[CH:2]1[NH:11][C:12]([C:14]1[CH:15]=[N:16][N:17]([C:20]3[CH:25]=[CH:24][CH:23]=[CH:22][CH:21]=3)[C:18]=1[N:27]([CH3:26])[CH2:28][CH2:29][C:30]1[CH:35]=[CH:34][CH:33]=[CH:32][CH:31]=1)=[O:13])[CH2:8]2.